From a dataset of Antibody developability classification from SAbDab with 2,409 antibodies. Regression/Classification. Given an antibody's heavy chain and light chain sequences, predict its developability. TAP uses regression for 5 developability metrics; SAbDab uses binary classification. (1) The antibody is ['EVQLVESGGGLVQPGGSLRLSCAASGFTFSSYWMSWVRQAPGKGLEWVANIKPDGSEKYYVDSVKGRFTISRDNAKNSVYLQMNSLRAEDTAVYYCARVSRGGSYSDWGQGTLVTVSS', 'QSALTQPASVSGSPGQSITISCTGTSSDVGGYIYVSWYQQHPGKAPKLMIYDVSRRPSGISDRFSGSKSGNTASLTISGLQAEDEADYYCNSYTTLSTWLFGGGTKVTVL']. Result: 0 (not developable). (2) The antibody is ['QVTLKESGPGILQPSQTLSLTCSFSGFSLSTNGMGVSWIRQPSGKGLEWLAHIYWDEDKRYNPSLKSRLTISKDTSNNQVFLKITNVDTADTATYYCARRRIIYDVEDYFDYWGQGTTLTVSS', 'DVLMTQTPLSLPVSLGDQASISCRSSQNIVHSNGNTYLEWYLQKPGQSPKLLIYKVSNRFSGVPDRFSGSGSGTDFTLKISRVEAEDLGVYYCFQGSHVPLTFGAGTKLELK']. Result: 0 (not developable). (3) The antibody is ['EVQLVQSGGGLVNPGRSLKLSCAASGFTFSSYGMSWVRQTPEKRLEWVAAISGGGTYIHYPDSVKGRFTISRDNAKNNLYLQMSSLRSEDTALYYCTRHPFYRYDGGNYYAMDHWGQGTSVTVSA', 'DELLTQSPATLSVTPGDSVSLSCRASQSISNNLHWYQQKSHESPRLLIKYASQSISGIPSRFSGSGSGTDFTLSINSVETEDFGMYFCQQSNSWPLTFGGGSKLEIK']. Result: 1 (developable).